Dataset: Reaction yield outcomes from USPTO patents with 853,638 reactions. Task: Predict the reaction yield, written as a fraction of the theoretical maximum amount of product (1.0 means a 100% yield; for example, 0.34 means a 34% yield). (1) The reactants are Br[C:2]1[CH:7]=[CH:6][C:5]([S:8]([N:11]2[CH:15]=[CH:14][CH:13]=[CH:12]2)(=[O:10])=[O:9])=[CH:4][CH:3]=1.[C:16]([C:18]1[N:22]([CH3:23])[C:21](B(O)O)=[CH:20][CH:19]=1)#[N:17].[F-].[K+]. The catalyst is C1C=CC(/C=C/C(/C=C/C2C=CC=CC=2)=O)=CC=1.C1C=CC(/C=C/C(/C=C/C2C=CC=CC=2)=O)=CC=1.C1C=CC(/C=C/C(/C=C/C2C=CC=CC=2)=O)=CC=1.[Pd].[Pd].C(P(C(C)(C)C)C(C)(C)C)(C)(C)C. The product is [CH3:23][N:22]1[C:21]([C:2]2[CH:7]=[CH:6][C:5]([S:8]([N:11]3[CH:15]=[CH:14][CH:13]=[CH:12]3)(=[O:10])=[O:9])=[CH:4][CH:3]=2)=[CH:20][CH:19]=[C:18]1[C:16]#[N:17]. The yield is 0.300. (2) The reactants are O=[C:2]([C:19]1[CH:24]=[CH:23][CH:22]=[CH:21][CH:20]=1)[CH2:3][NH:4][C:5]([C:7]1[CH:8]=[N:9][C:10]([C:13]2[CH:18]=[CH:17][CH:16]=[CH:15][CH:14]=2)=[N:11][CH:12]=1)=[O:6].N1C=CC=CC=1.C(=O)(O)[O-].[Na+]. The catalyst is O=P(Cl)(Cl)Cl.C(OCC)(=O)C. The product is [C:19]1([C:2]2[O:6][C:5]([C:7]3[CH:8]=[N:9][C:10]([C:13]4[CH:18]=[CH:17][CH:16]=[CH:15][CH:14]=4)=[N:11][CH:12]=3)=[N:4][CH:3]=2)[CH:24]=[CH:23][CH:22]=[CH:21][CH:20]=1. The yield is 0.650. (3) The reactants are F[C:2]1[CH:7]=[CH:6][C:5]([C:8]([CH3:10])=[CH2:9])=[CH:4][N:3]=1.[OH-].[NH4+:12]. The catalyst is O1CCOCC1. The product is [C:8]([C:5]1[CH:6]=[CH:7][C:2]([NH2:12])=[N:3][CH:4]=1)([CH3:10])=[CH2:9]. The yield is 0.580. (4) The product is [Cl:1][C:2]1[N:7]=[C:6]2[C:8]3[C:13]([S:15][C:5]2=[CH:4][CH:3]=1)=[CH:12][CH:11]=[CH:10][N:9]=3. The reactants are [Cl:1][C:2]1[N:7]=[C:6]([C:8]2[C:13](F)=[CH:12][CH:11]=[CH:10][N:9]=2)[C:5]([S:15]CCC(OCC)=O)=[CH:4][CH:3]=1.CC([O-])(C)C.[K+]. The yield is 0.680. The catalyst is C1COCC1. (5) The reactants are [F:1][C:2]1[CH:7]=[CH:6][CH:5]=[CH:4][C:3]=1[CH2:8][C:9]([O:11][C@H:12]([C:14]1[CH:19]=[CH:18][CH:17]=[CH:16][CH:15]=1)[CH3:13])=[O:10].[CH2:20]1[CH2:30][CH2:29][N:28]2C(=NC[CH2:26][CH2:27]2)CC1.C(Br)(Br)(Br)Br.N1CCCCC1. The catalyst is C1COCC1.C(OCC)C.C1(C)C=CC=CC=1. The product is [F:1][C:2]1[CH:7]=[CH:6][CH:5]=[CH:4][C:3]=1[C@@H:8]([N:28]1[CH2:27][CH2:26][CH2:20][CH2:30][CH2:29]1)[C:9]([O:11][C@H:12]([C:14]1[CH:15]=[CH:16][CH:17]=[CH:18][CH:19]=1)[CH3:13])=[O:10]. The yield is 0.110. (6) The reactants are [Cl:1][C:2]1[CH:18]=[CH:17][C:5]([O:6][C:7]2[N:12]=[CH:11][C:10]([C:13](=O)[CH3:14])=[CH:9][C:8]=2[CH3:16])=[CH:4][CH:3]=1.[CH3:19][C:20]([S@:23]([NH2:25])=[O:24])([CH3:22])[CH3:21]. No catalyst specified. The product is [Cl:1][C:2]1[CH:18]=[CH:17][C:5]([O:6][C:7]2[N:12]=[CH:11][C:10]([CH:13]([NH:25][S@@:23]([C:20]([CH3:22])([CH3:21])[CH3:19])=[O:24])[CH3:14])=[CH:9][C:8]=2[CH3:16])=[CH:4][CH:3]=1. The yield is 0.830.